Dataset: Catalyst prediction with 721,799 reactions and 888 catalyst types from USPTO. Task: Predict which catalyst facilitates the given reaction. (1) The catalyst class is: 145. Reactant: C(=O)([O-])[O-].[K+].[K+].[C:7]1([C:13]#[C:14][C:15]([O:17][CH3:18])=[O:16])[CH:12]=[CH:11][CH:10]=[CH:9][CH:8]=1.CC1C=C(C)C=C(C)C=1S([O-])(=O)=O.[NH2:32][N+:33]1[CH:38]=[CH:37][CH:36]=[C:35]([O:39][CH3:40])[CH:34]=1.O1CCCC1. Product: [CH3:40][O:39][C:35]1[CH:36]=[CH:37][C:38]2[N:33]([N:32]=[C:13]([C:7]3[CH:12]=[CH:11][CH:10]=[CH:9][CH:8]=3)[C:14]=2[C:15]([O:17][CH3:18])=[O:16])[CH:34]=1. (2) The catalyst class is: 20. Reactant: Cl.[OH:2][C@@H:3]1[CH2:8][CH2:7][NH:6][CH2:5][C@H:4]1[N:9]1[C:13]([C:14]2[CH:19]=[CH:18][CH:17]=[CH:16][CH:15]=2)=[C:12]([C:20]([O:22][CH2:23][CH3:24])=[O:21])[N:11]=[CH:10]1.Cl[C:26]([O:28][CH2:29][C:30]1[CH:35]=[CH:34][CH:33]=[CH:32][CH:31]=1)=[O:27].C(=O)([O-])[O-].[K+].[K+]. Product: [CH2:23]([O:22][C:20]([C:12]1[N:11]=[CH:10][N:9]([C@H:4]2[C@H:3]([OH:2])[CH2:8][CH2:7][N:6]([C:26]([O:28][CH2:29][C:30]3[CH:35]=[CH:34][CH:33]=[CH:32][CH:31]=3)=[O:27])[CH2:5]2)[C:13]=1[C:14]1[CH:19]=[CH:18][CH:17]=[CH:16][CH:15]=1)=[O:21])[CH3:24]. (3) Reactant: F[C:2]1[CH:12]=[CH:11][C:5]([C:6]([O:8][CH2:9][CH3:10])=[O:7])=[CH:4][C:3]=1[N+:13]([O-:15])=[O:14].[SH:16][C:17]1[CH:26]=[CH:25][CH:24]=[CH:23][C:18]=1[C:19]([O:21][CH3:22])=[O:20].C([O-])([O-])=O.[Cs+].[Cs+]. Product: [CH2:9]([O:8][C:6](=[O:7])[C:5]1[CH:11]=[CH:12][C:2]([S:16][C:17]2[CH:26]=[CH:25][CH:24]=[CH:23][C:18]=2[C:19]([O:21][CH3:22])=[O:20])=[C:3]([N+:13]([O-:15])=[O:14])[CH:4]=1)[CH3:10]. The catalyst class is: 31. (4) Reactant: [F:1][C:2]1[C:10]([F:11])=[C:9]([F:12])[CH:8]=[C:7]([F:13])[C:3]=1[C:4]([OH:6])=[O:5].CN(C1C=CC=CN=1)C.[C:23](OC(OC(O[C:23]([CH3:26])([CH3:25])[CH3:24])=O)=O)([CH3:26])([CH3:25])[CH3:24]. Product: [F:1][C:2]1[C:10]([F:11])=[C:9]([F:12])[CH:8]=[C:7]([F:13])[C:3]=1[C:4]([O:6][C:23]([CH3:26])([CH3:25])[CH3:24])=[O:5]. The catalyst class is: 107. (5) Reactant: [CH3:1][N:2]1[CH2:7][CH2:6][O:5][CH:4]([CH2:8][OH:9])[CH2:3]1.CCN(C(C)C)C(C)C.[Cl:19][C:20](OC1C=CC([N+]([O-])=O)=CC=1)=[O:21].Cl.Cl.[Cl:34][C:35]1[CH:40]=[CH:39][C:38]([N:41]2[CH2:46][CH2:45][NH:44][CH2:43][CH2:42]2)=[CH:37][CH:36]=1.Cl.CCOCC. Product: [ClH:19].[ClH:34].[Cl:34][C:35]1[CH:36]=[CH:37][C:38]([N:41]2[CH2:46][CH2:45][N:44]([C:20]([O:9][CH2:8][CH:4]3[O:5][CH2:6][CH2:7][N:2]([CH3:1])[CH2:3]3)=[O:21])[CH2:43][CH2:42]2)=[CH:39][CH:40]=1. The catalyst class is: 2. (6) Reactant: [CH3:1][O:2][C:3]1[CH:8]=[CH:7][C:6]([C:9]2[CH:10]=[N:11][CH:12]=[C:13]3[C:18]=2[N:17]=[C:16]([C:19](O)=[O:20])[CH:15]=[CH:14]3)=[CH:5][CH:4]=1.C(N(CC)C(C)C)(C)C.F[P-](F)(F)(F)(F)F.N1(OC(N(C)C)=[N+](C)C)C2N=CC=CC=2N=N1.[F:55][C:56]([F:61])([F:60])[CH2:57][CH2:58][NH2:59]. Product: [CH3:1][O:2][C:3]1[CH:8]=[CH:7][C:6]([C:9]2[CH:10]=[N:11][CH:12]=[C:13]3[C:18]=2[N:17]=[C:16]([C:19]([NH:59][CH2:58][CH2:57][C:56]([F:61])([F:60])[F:55])=[O:20])[CH:15]=[CH:14]3)=[CH:5][CH:4]=1. The catalyst class is: 9. (7) Product: [N:9]1([C:18]([C:17]2[CH:21]=[CH:22][C:14]([Br:13])=[CH:15][CH:16]=2)=[O:19])[CH2:12][CH2:11][CH2:10]1. The catalyst class is: 2. Reactant: CCN(CC)CC.Cl.[NH:9]1[CH2:12][CH2:11][CH2:10]1.[Br:13][C:14]1[CH:22]=[CH:21][C:17]([C:18](Cl)=[O:19])=[CH:16][CH:15]=1.